From a dataset of hERG potassium channel inhibition data for cardiac toxicity prediction from Karim et al.. Regression/Classification. Given a drug SMILES string, predict its toxicity properties. Task type varies by dataset: regression for continuous values (e.g., LD50, hERG inhibition percentage) or binary classification for toxic/non-toxic outcomes (e.g., AMES mutagenicity, cardiotoxicity, hepatotoxicity). Dataset: herg_karim. (1) The molecule is O=C(c1ccccc1)N1CCN(c2ccc(OC3CCN(C4CCC4)CC3)cc2)C(=O)C1. The result is 0 (non-blocker). (2) The drug is C[C@@H]1NC(c2cc(C#N)ccn2)=NC1(c1ccc(F)nc1)c1ccc(F)nc1. The result is 0 (non-blocker).